This data is from Full USPTO retrosynthesis dataset with 1.9M reactions from patents (1976-2016). The task is: Predict the reactants needed to synthesize the given product. (1) Given the product [Br:1][C:2]1[C:3]([N:12]2[CH2:17][CH2:16][N:15]([CH:18]([C:20]3[CH:25]=[CH:24][CH:23]=[CH:22][CH:21]=3)[CH3:19])[CH2:14][CH2:13]2)=[C:4]2[N:9]=[C:37]([C:36]3[CH:35]=[CH:34][C:33]([CH2:32][N:26]4[CH2:31][CH2:30][O:29][CH2:28][CH2:27]4)=[CH:40][CH:39]=3)[NH:8][C:5]2=[N:6][CH:7]=1, predict the reactants needed to synthesize it. The reactants are: [Br:1][C:2]1[C:3]([N:12]2[CH2:17][CH2:16][N:15]([CH:18]([C:20]3[CH:25]=[CH:24][CH:23]=[CH:22][CH:21]=3)[CH3:19])[CH2:14][CH2:13]2)=[C:4]([N+:9]([O-])=O)[C:5]([NH2:8])=[N:6][CH:7]=1.[N:26]1([CH2:32][C:33]2[CH:40]=[CH:39][C:36]([CH:37]=O)=[CH:35][CH:34]=2)[CH2:31][CH2:30][O:29][CH2:28][CH2:27]1.[O-]S(S([O-])=O)=O.[Na+].[Na+]. (2) Given the product [CH3:5][O:4][C:2](=[O:3])[NH:6][CH2:7][C@@H:8]1[O:12][C:11](=[O:13])[N:10]([C:14]2[CH:15]=[C:16]3[C:20](=[C:21]([F:23])[CH:22]=2)[N:19]([CH2:24][CH2:25][CH3:26])[C:18](=[O:27])[CH2:17]3)[CH2:9]1, predict the reactants needed to synthesize it. The reactants are: Cl[C:2]([O:4][CH3:5])=[O:3].[NH2:6][CH2:7][C@H:8]1[O:12][C:11](=[O:13])[N:10]([C:14]2[CH:15]=[C:16]3[C:20](=[C:21]([F:23])[CH:22]=2)[N:19]([CH2:24][CH2:25][CH3:26])[C:18](=[O:27])[CH2:17]3)[CH2:9]1.C(N(C(C)C)CC)(C)C. (3) Given the product [Cl:1][C:2]1[C:3]([F:12])=[C:4]([C:8]([F:11])=[CH:9][CH:10]=1)[C:5]([N:19]=[N+:20]=[N-:21])=[O:6], predict the reactants needed to synthesize it. The reactants are: [Cl:1][C:2]1[C:3]([F:12])=[C:4]([C:8]([F:11])=[CH:9][CH:10]=1)[C:5](O)=[O:6].P(Cl)(Cl)(Cl)(Cl)Cl.[N-:19]=[N+:20]=[N-:21].[Na+]. (4) Given the product [Br:15][C:16]1[CH:17]=[C:18]([F:25])[C:19]([O:23][CH3:24])=[C:20]([NH:21][C:3](=[O:5])/[CH:2]=[N:28]/[OH:29])[CH:22]=1, predict the reactants needed to synthesize it. The reactants are: Cl[C:2](Cl)(Cl)[CH:3]([OH:5])O.S([O-])([O-])(=O)=O.[Na+].[Na+].[Br:15][C:16]1[CH:17]=[C:18]([F:25])[C:19]([O:23][CH3:24])=[C:20]([CH:22]=1)[NH2:21].Cl.Cl.[NH2:28][OH:29]. (5) Given the product [CH3:33][C:34]1[CH:35]=[C:36]([N:40]2[CH2:45][CH2:44][N:43]([C:1]([O:2][CH2:3][CH:4]3[CH2:5][CH2:6][N:7]([CH3:10])[CH2:8][CH2:9]3)=[O:21])[CH2:42][CH2:41]2)[CH:37]=[CH:38][CH:39]=1, predict the reactants needed to synthesize it. The reactants are: [C:1](=[O:21])(OC1C=CC([N+]([O-])=O)=CC=1)[O:2][CH2:3][CH:4]1[CH2:9][CH2:8][N:7]([CH3:10])[CH2:6][CH2:5]1.CCN(C(C)C)C(C)C.Cl.Cl.[CH3:33][C:34]1[CH:35]=[C:36]([N:40]2[CH2:45][CH2:44][NH:43][CH2:42][CH2:41]2)[CH:37]=[CH:38][CH:39]=1. (6) Given the product [Cl:8][C:9]1[CH:17]=[C:16]2[C:12]([CH:13]=[C:14]([C:18]([NH:20][C@@H:21]3[CH2:25][CH2:24][N:23]([CH3:2])[CH2:22]3)=[O:19])[NH:15]2)=[CH:11][CH:10]=1, predict the reactants needed to synthesize it. The reactants are: F[C:2](F)(F)C(O)=O.[Cl:8][C:9]1[CH:17]=[C:16]2[C:12]([CH:13]=[C:14]([C:18]([NH:20][C@@H:21]3[CH2:25][CH2:24][NH:23][CH2:22]3)=[O:19])[NH:15]2)=[CH:11][CH:10]=1.N. (7) Given the product [CH2:13]([O:12][C:9]1[C:10](=[O:11])[C:5]([CH2:4][C:3]([OH:37])=[O:2])=[CH:6][N:7]([CH2:31][CH:32]([O:33][CH3:34])[O:35][CH3:36])[C:8]=1[C:20](=[O:30])[NH:21][CH2:22][C:23]1[CH:28]=[CH:27][CH:26]=[C:25]([Cl:29])[CH:24]=1)[C:14]1[CH:19]=[CH:18][CH:17]=[CH:16][CH:15]=1, predict the reactants needed to synthesize it. The reactants are: C[O:2][C:3](=[O:37])[CH2:4][C:5]1[C:10](=[O:11])[C:9]([O:12][CH2:13][C:14]2[CH:19]=[CH:18][CH:17]=[CH:16][CH:15]=2)=[C:8]([C:20](=[O:30])[NH:21][CH2:22][C:23]2[CH:28]=[CH:27][CH:26]=[C:25]([Cl:29])[CH:24]=2)[N:7]([CH2:31][CH:32]([O:35][CH3:36])[O:33][CH3:34])[CH:6]=1.CO.[OH-].[Na+].Cl.